Dataset: Full USPTO retrosynthesis dataset with 1.9M reactions from patents (1976-2016). Task: Predict the reactants needed to synthesize the given product. Given the product [S:9]1[C:13]([C:6]2[CH:5]=[CH:4][N:3]=[C:2]([NH:21][CH:22]3[CH2:27][CH2:26][N:25]([CH2:28][C:29]4[CH:34]=[CH:33][CH:32]=[CH:31][CH:30]=4)[CH2:24][CH2:23]3)[N:7]=2)=[CH:12][C:11]2[CH:17]=[CH:18][CH:19]=[CH:20][C:10]1=2, predict the reactants needed to synthesize it. The reactants are: Cl[C:2]1[N:7]=[C:6](Cl)[CH:5]=[CH:4][N:3]=1.[S:9]1[C:13](B(O)O)=[CH:12][C:11]2[CH:17]=[CH:18][CH:19]=[CH:20][C:10]1=2.[NH2:21][CH:22]1[CH2:27][CH2:26][N:25]([CH2:28][C:29]2[CH:34]=[CH:33][CH:32]=[CH:31][CH:30]=2)[CH2:24][CH2:23]1.